From a dataset of Full USPTO retrosynthesis dataset with 1.9M reactions from patents (1976-2016). Predict the reactants needed to synthesize the given product. Given the product [N:39]1[CH:35]=[CH:34][C:33]([NH:38][C:19]([C@H:16]2[CH2:17][CH2:18][C@H:13]([CH2:12][N:4]3[C:5]4[NH:6][C:7](=[O:11])[CH:8]=[CH:9][C:10]=4[N:2]([CH3:1])[C:3]3=[O:22])[CH2:14][CH2:15]2)=[O:20])=[CH:32][N:31]=1, predict the reactants needed to synthesize it. The reactants are: [CH3:1][N:2]1[C:10]2[CH:9]=[CH:8][C:7](=[O:11])[NH:6][C:5]=2[N:4]([CH2:12][C@H:13]2[CH2:18][CH2:17][C@H:16]([C:19](O)=[O:20])[CH2:15][CH2:14]2)[C:3]1=[O:22].CN(C(O[N:31]1[N:39]=[N:38][C:33]2[CH:34]=[CH:35]C=N[C:32]1=2)=[N+](C)C)C.F[P-](F)(F)(F)(F)F.NC1N=NC=CC=1.